From a dataset of Full USPTO retrosynthesis dataset with 1.9M reactions from patents (1976-2016). Predict the reactants needed to synthesize the given product. (1) Given the product [CH2:32]([C:27]1[CH:28]=[C:29]2[C:24](=[CH:25][CH:26]=1)[CH2:23][C@H:22]([C@:8]([NH:7][C:6](=[O:41])[O:5][C:1]([CH3:3])([CH3:4])[CH3:2])([CH3:40])[CH2:9][O:10][P:11]([OH:43])([OH:17])=[O:12])[CH2:31][CH2:30]2)[CH2:33][CH2:34][CH2:35][CH2:36][CH2:37][CH2:38][CH3:39], predict the reactants needed to synthesize it. The reactants are: [C:1]([O:5][C:6](=[O:41])[NH:7][C@:8]([CH3:40])([C@@H:22]1[CH2:31][CH2:30][C:29]2[C:24](=[CH:25][CH:26]=[C:27]([CH2:32][CH2:33][CH2:34][CH2:35][CH2:36][CH2:37][CH2:38][CH3:39])[CH:28]=2)[CH2:23]1)[CH2:9][O:10][P:11]1[O:17]CC2C=CC=CC=2C[O:12]1)([CH3:4])([CH3:3])[CH3:2].C[OH:43]. (2) Given the product [Br:12][C:10]1[CH:9]=[CH:8][C:7]([F:13])=[C:6]([C@:2]([NH:1][CH2:20][C:19]2[CH:22]=[CH:23][C:16]([O:15][CH3:14])=[CH:17][CH:18]=2)([CH3:5])[CH2:3][OH:4])[CH:11]=1, predict the reactants needed to synthesize it. The reactants are: [NH2:1][C@@:2]([C:6]1[CH:11]=[C:10]([Br:12])[CH:9]=[CH:8][C:7]=1[F:13])([CH3:5])[CH2:3][OH:4].[CH3:14][O:15][C:16]1[CH:23]=[CH:22][C:19]([CH:20]=O)=[CH:18][CH:17]=1.C(O[BH-](OC(=O)C)OC(=O)C)(=O)C.[Na+].C(=O)([O-])O.[Na+].